Dataset: Forward reaction prediction with 1.9M reactions from USPTO patents (1976-2016). Task: Predict the product of the given reaction. (1) The product is: [Cl:1][C:2]1[N:11]=[CH:10][C:5]2[O:6][CH2:7][CH2:8][N:9]([C:13]3[CH:18]=[N:17][C:16]([O:19][CH3:20])=[C:15]([CH3:21])[CH:14]=3)[C:4]=2[CH:3]=1. Given the reactants [Cl:1][C:2]1[N:11]=[CH:10][C:5]2[O:6][CH2:7][CH2:8][NH:9][C:4]=2[CH:3]=1.Br[C:13]1[CH:14]=[C:15]([CH3:21])[C:16]([O:19][CH3:20])=[N:17][CH:18]=1.C([O-])([O-])=O.[Cs+].[Cs+], predict the reaction product. (2) Given the reactants [NH2:1][C:2]1[C:6]([CH2:7][OH:8])=[CH:5][N:4]([C:9]2[CH:14]=[CH:13][CH:12]=[CH:11][CH:10]=2)[N:3]=1, predict the reaction product. The product is: [NH2:1][C:2]1[C:6]([CH:7]=[O:8])=[CH:5][N:4]([C:9]2[CH:10]=[CH:11][CH:12]=[CH:13][CH:14]=2)[N:3]=1. (3) Given the reactants [O:1]1[CH2:6][CH2:5][O:4][C:3]2[CH:7]=[C:8]([N:11]3[C:20]4[C:15](=[CH:16][CH:17]=[CH:18][CH:19]=4)[N:14]=[C:13]([C:21](Cl)=[O:22])[C:12]3=[O:24])[CH:9]=[CH:10][C:2]1=2.[C:25]1(=[O:32])[CH2:30][CH2:29][CH2:28][C:27](=[O:31])[CH2:26]1.C(N(CC)CC)C.CC(C)(O)C#N.[OH-].[Na+], predict the reaction product. The product is: [O:1]1[CH2:6][CH2:5][O:4][C:3]2[CH:7]=[C:8]([N:11]3[C:20]4[C:15](=[CH:16][CH:17]=[CH:18][CH:19]=4)[N:14]=[C:13]([C:21]([C:26]4[C:27](=[O:31])[CH2:28][CH2:29][CH2:30][C:25]=4[OH:32])=[O:22])[C:12]3=[O:24])[CH:9]=[CH:10][C:2]1=2. (4) Given the reactants Cl[C:2]1[C:7]([C:8]([NH2:10])=[O:9])=[CH:6][N:5]=[C:4]2[CH:11]=[C:12]([C:14]3[CH:19]=[CH:18][C:17]([S:20]([N:23]4[CH2:37][CH2:36][C:26]5([O:31][CH2:30][C:29](=[O:32])[N:28]([CH:33]6[CH2:35][CH2:34]6)[CH2:27]5)[CH2:25][CH2:24]4)(=[O:22])=[O:21])=[CH:16][CH:15]=3)[S:13][C:3]=12, predict the reaction product. The product is: [CH:33]1([N:28]2[CH2:27][C:26]3([CH2:36][CH2:37][N:23]([S:20]([C:17]4[CH:18]=[CH:19][C:14]([C:12]5[S:13][C:3]6[C:4](=[N:5][CH:6]=[C:7]([C:8]([NH2:10])=[O:9])[CH:2]=6)[CH:11]=5)=[CH:15][CH:16]=4)(=[O:22])=[O:21])[CH2:24][CH2:25]3)[O:31][CH2:30][C:29]2=[O:32])[CH2:34][CH2:35]1. (5) Given the reactants Br[CH2:2][C:3]1[N:4]([CH3:19])[C:5]2[C:10]([N:11]=1)=[C:9]([N:12]1[CH2:17][CH2:16][O:15][CH2:14][CH2:13]1)[N:8]=[C:7]([Cl:18])[N:6]=2.[CH3:20][O:21][P:22]([O:25]C)[O:23][CH3:24], predict the reaction product. The product is: [Cl:18][C:7]1[N:6]=[C:5]2[C:10]([N:11]=[C:3]([CH2:2][P:22](=[O:25])([O:23][CH3:24])[O:21][CH3:20])[N:4]2[CH3:19])=[C:9]([N:12]2[CH2:17][CH2:16][O:15][CH2:14][CH2:13]2)[N:8]=1. (6) Given the reactants [OH:1][C:2]1[CH:25]=[CH:24][C:5]2[C:6]([CH2:9][CH2:10][CH:11]3[CH2:16][CH2:15][N:14]([C:17]([O:19][C:20]([CH3:23])([CH3:22])[CH3:21])=[O:18])[CH2:13][CH2:12]3)=[N:7][O:8][C:4]=2[C:3]=1[CH2:26][OH:27].C(=O)([O-])[O-].[K+].[K+].[CH2:34](Br)[C:35]1[CH:40]=[CH:39][CH:38]=[CH:37][CH:36]=1.O, predict the reaction product. The product is: [CH2:34]([O:1][C:2]1[CH:25]=[CH:24][C:5]2[C:6]([CH2:9][CH2:10][CH:11]3[CH2:16][CH2:15][N:14]([C:17]([O:19][C:20]([CH3:23])([CH3:22])[CH3:21])=[O:18])[CH2:13][CH2:12]3)=[N:7][O:8][C:4]=2[C:3]=1[CH2:26][OH:27])[C:35]1[CH:40]=[CH:39][CH:38]=[CH:37][CH:36]=1. (7) Given the reactants [O:1]=[C:2]1[N:6]([C:7]2[CH:12]=[CH:11][C:10]([CH:13]([CH3:17])[C:14]([OH:16])=O)=[CH:9][CH:8]=2)[CH2:5][CH2:4][O:3]1.C(Cl)(=O)C(Cl)=O.C([C:27]1[S:31][C:30]([NH2:32])=[N:29][CH:28]=1)(C)C.[CH:33](N(CC)C(C)C)([CH3:35])[CH3:34], predict the reaction product. The product is: [CH:33]([C:28]1[N:29]=[C:30]([NH:32][C:14](=[O:16])[CH:13]([C:10]2[CH:9]=[CH:8][C:7]([N:6]3[CH2:5][CH2:4][O:3][C:2]3=[O:1])=[CH:12][CH:11]=2)[CH3:17])[S:31][CH:27]=1)([CH3:35])[CH3:34]. (8) Given the reactants [NH:1]1[CH2:6][CH2:5][CH:4]([NH:7][C:8](=[O:14])[O:9][C:10]([CH3:13])([CH3:12])[CH3:11])[CH2:3][CH2:2]1.C(=O)(O)[O-].[Na+].[C:20](Cl)(=[O:31])[O:21][CH2:22][C:23]1[CH:28]=[C:27]([Cl:29])[CH:26]=[C:25]([Cl:30])[CH:24]=1, predict the reaction product. The product is: [C:10]([O:9][C:8]([NH:7][CH:4]1[CH2:3][CH2:2][N:1]([C:20]([O:21][CH2:22][C:23]2[CH:24]=[C:25]([Cl:30])[CH:26]=[C:27]([Cl:29])[CH:28]=2)=[O:31])[CH2:6][CH2:5]1)=[O:14])([CH3:11])([CH3:13])[CH3:12].